From a dataset of Full USPTO retrosynthesis dataset with 1.9M reactions from patents (1976-2016). Predict the reactants needed to synthesize the given product. (1) Given the product [CH3:23][C:17]1[CH:18]=[C:19]([CH3:22])[CH:20]=[CH:21][C:16]=1[N:13]1[CH2:14][CH2:15][N:10]([C:8]([C:5]2[CH:6]=[CH:7][C:2]([N:30]3[C@H:26]([CH2:25][OH:24])[CH2:27][CH2:28][C:29]3=[O:31])=[CH:3][CH:4]=2)=[O:9])[CH2:11][CH2:12]1, predict the reactants needed to synthesize it. The reactants are: Br[C:2]1[CH:7]=[CH:6][C:5]([C:8]([N:10]2[CH2:15][CH2:14][N:13]([C:16]3[CH:21]=[CH:20][C:19]([CH3:22])=[CH:18][C:17]=3[CH3:23])[CH2:12][CH2:11]2)=[O:9])=[CH:4][CH:3]=1.[OH:24][CH2:25][C@H:26]1[NH:30][C:29](=[O:31])[CH2:28][CH2:27]1. (2) Given the product [NH2:37][C:38]1[C:39]([N+:65]([O-:67])=[O:66])=[CH:40][C:41]([C:61]([F:64])([F:63])[F:62])=[C:42]([O:44][C:45]2[CH:46]=[CH:47][C:48]([CH2:51][N:52]([CH:53]3[CH2:58][CH2:57][C:56]([CH3:60])([CH3:59])[CH2:55][CH2:54]3)[C:68](=[O:69])[O:70][C:71]([CH3:74])([CH3:73])[CH3:72])=[CH:49][CH:50]=2)[CH:43]=1, predict the reactants needed to synthesize it. The reactants are: NC1C([N+]([O-])=O)=CC(C(F)(F)F)=C(OC2C=CC(C=O)=CC=2)C=1.CC1(C)CCC(N)CC1.C([BH3-])#N.[Na+].[NH2:37][C:38]1[C:39]([N+:65]([O-:67])=[O:66])=[CH:40][C:41]([C:61]([F:64])([F:63])[F:62])=[C:42]([O:44][C:45]2[CH:50]=[CH:49][C:48]([CH2:51][NH:52][CH:53]3[CH2:58][CH2:57][C:56]([CH3:60])([CH3:59])[CH2:55][CH2:54]3)=[CH:47][CH:46]=2)[CH:43]=1.[C:68](O[C:68]([O:70][C:71]([CH3:74])([CH3:73])[CH3:72])=[O:69])([O:70][C:71]([CH3:74])([CH3:73])[CH3:72])=[O:69]. (3) Given the product [CH3:33][O:32][C:29]1[CH:30]=[CH:31][C:26]([N:25]([CH:22]2[CH2:23][CH2:24][NH:19][CH2:20][CH2:21]2)[C:9](=[O:11])[C:8]2[C:3]([CH3:2])=[CH:4][CH:5]=[N:6][CH:7]=2)=[CH:27][CH:28]=1, predict the reactants needed to synthesize it. The reactants are: Cl.[CH3:2][C:3]1[C:8]([C:9]([OH:11])=O)=[CH:7][N:6]=[CH:5][CH:4]=1.C(OC([N:19]1[CH2:24][CH2:23][CH:22]([NH:25][C:26]2[CH:31]=[CH:30][C:29]([O:32][CH3:33])=[CH:28][CH:27]=2)[CH2:21][CH2:20]1)=O)(C)(C)C. (4) The reactants are: [F:1][C:2]1[CH:3]=[C:4]([CH:37]=[C:38]([F:40])[CH:39]=1)[CH2:5][NH:6][C:7](=[O:36])[CH:8]([CH3:35])[C:9]([NH:11][CH:12]([CH2:25][C:26]1[C:34]2[C:29](=[CH:30][CH:31]=[CH:32][CH:33]=2)[NH:28][CH:27]=1)[C:13]([N:15]1[CH2:24][CH2:23][C:22]2[C:17](=[CH:18][CH:19]=[CH:20][CH:21]=2)[CH2:16]1)=[O:14])=[O:10].F[C:42]1C=C(C=C(F)[CH:58]=1)CNC(=O)C(CC=C)C(O)=O. Given the product [CH2:35]([CH:8]([C:9]([NH:11][CH:12]([CH2:25][C:26]1[C:34]2[C:29](=[CH:30][CH:31]=[CH:32][CH:33]=2)[NH:28][CH:27]=1)[C:13]([N:15]1[CH2:24][CH2:23][C:22]2[C:17](=[CH:18][CH:19]=[CH:20][CH:21]=2)[CH2:16]1)=[O:14])=[O:10])[C:7]([NH:6][CH2:5][C:4]1[CH:37]=[C:38]([F:40])[CH:39]=[C:2]([F:1])[CH:3]=1)=[O:36])[CH:42]=[CH2:58], predict the reactants needed to synthesize it. (5) Given the product [K+:48].[NH2:1][C:2]([CH:4]1[CH2:9][CH2:8][N:7]([C:10]([O:12][C:13]2[CH:18]=[CH:17][C:16]([CH2:19][C@H:20]([NH:24][C:25](=[O:43])[C@@H:26]([NH:31][C:32](=[O:42])[CH2:33][O:34][C:35]3[CH:40]=[CH:39][CH:38]=[CH:37][C:36]=3[CH3:41])[CH2:27][CH:28]([CH3:30])[CH3:29])[C:21]([O-:23])=[O:22])=[CH:15][CH:14]=2)=[O:11])[CH2:6][CH2:5]1)=[O:3], predict the reactants needed to synthesize it. The reactants are: [NH2:1][C:2]([CH:4]1[CH2:9][CH2:8][N:7]([C:10]([O:12][C:13]2[CH:18]=[CH:17][C:16]([CH2:19][C@H:20]([NH:24][C:25](=[O:43])[C@@H:26]([NH:31][C:32](=[O:42])[CH2:33][O:34][C:35]3[CH:40]=[CH:39][CH:38]=[CH:37][C:36]=3[CH3:41])[CH2:27][CH:28]([CH3:30])[CH3:29])[C:21]([OH:23])=[O:22])=[CH:15][CH:14]=2)=[O:11])[CH2:6][CH2:5]1)=[O:3].C(=O)([O-])[O-].[K+:48].[K+].C(#N)C. (6) Given the product [NH2:1][CH:4]([C:6]1[N:7]=[C:8]2[S:21][CH:20]=[C:19]([CH3:22])[N:9]2[C:10](=[O:18])[C:11]=1[C:12]1[CH:17]=[CH:16][CH:15]=[CH:14][CH:13]=1)[CH3:5], predict the reactants needed to synthesize it. The reactants are: [N:1]([CH:4]([C:6]1[N:7]=[C:8]2[S:21][CH:20]=[C:19]([CH3:22])[N:9]2[C:10](=[O:18])[C:11]=1[C:12]1[CH:17]=[CH:16][CH:15]=[CH:14][CH:13]=1)[CH3:5])=[N+]=[N-].CP(C)C.CCOC(C)=O. (7) Given the product [CH3:43][O:42][C:39]1[N:40]=[CH:41][C:36]([NH:33][C:34]([N:14]2[CH2:15][CH2:16][CH2:17][CH:12]([C:6]3([CH2:18][C:19]4[CH:24]=[CH:23][CH:22]=[C:21]([Cl:25])[CH:20]=4)[C:5]4[C:9](=[CH:10][C:2]([Cl:1])=[CH:3][CH:4]=4)[NH:8][C:7]3=[O:11])[CH2:13]2)=[O:35])=[CH:37][CH:38]=1, predict the reactants needed to synthesize it. The reactants are: [Cl:1][C:2]1[CH:10]=[C:9]2[C:5]([C:6]([CH2:18][C:19]3[CH:24]=[CH:23][CH:22]=[C:21]([Cl:25])[CH:20]=3)([CH:12]3[CH2:17][CH2:16][CH2:15][NH:14][CH2:13]3)[C:7](=[O:11])[NH:8]2)=[CH:4][CH:3]=1.C(N(CC)CC)C.[N:33]([C:36]1[CH:37]=[CH:38][C:39]([O:42][CH3:43])=[N:40][CH:41]=1)=[C:34]=[O:35]. (8) Given the product [C:32]([O:36][C:37](=[O:38])[NH:39][C@@H:40]1[CH2:44][CH2:43][N:42]([C:45]2[CH:50]=[CH:49][C:48]([C:51](=[O:61])[NH:52][C:53]3[CH:58]=[CH:57][C:56]([CH3:59])=[C:55]([I:60])[CH:54]=3)=[CH:47][N:46]=2)[CH2:41]1)([CH3:35])([CH3:34])[CH3:33], predict the reactants needed to synthesize it. The reactants are: ClC1C=CC(C(NC2C=CC(C)=C(I)C=2)=O)=CN=1.C(N[C@@H]1CCNC1)(OC(C)(C)C)=O.[C:32]([O:36][C:37]([N:39]1[CH2:44][CH2:43][N:42]([C:45]2[CH:50]=[CH:49][C:48]([C:51](=[O:61])[NH:52][C:53]3[CH:58]=[CH:57][C:56]([CH3:59])=[C:55]([I:60])[CH:54]=3)=[CH:47][N:46]=2)[CH2:41][CH2:40]1)=[O:38])([CH3:35])([CH3:34])[CH3:33]. (9) Given the product [N:26]1([CH:15]([CH2:16][CH2:17][CH2:18][CH2:19][CH3:20])[CH2:14][CH2:13][CH2:12][CH2:11][CH2:10][CH2:9][CH2:8][CH2:7][CH2:6][CH2:2][CH2:3][C:4]#[N:5])[CH:30]=[CH:29][N:28]=[CH:27]1, predict the reactants needed to synthesize it. The reactants are: O[CH:2]([CH2:6][CH2:7][CH2:8][CH2:9][CH2:10][CH2:11][CH2:12][CH2:13][CH2:14][CH2:15][CH2:16][CH2:17][CH2:18][CH2:19][CH3:20])[CH2:3][C:4]#[N:5].CS(Cl)(=O)=O.[NH:26]1[CH:30]=[CH:29][N:28]=[CH:27]1.